Regression. Given two drug SMILES strings and cell line genomic features, predict the synergy score measuring deviation from expected non-interaction effect. From a dataset of NCI-60 drug combinations with 297,098 pairs across 59 cell lines. Drug 1: C1=C(C(=O)NC(=O)N1)F. Synergy scores: CSS=21.8, Synergy_ZIP=-3.80, Synergy_Bliss=-9.80, Synergy_Loewe=-9.13, Synergy_HSA=-7.65. Drug 2: C1CCC(C(C1)N)N.C(=O)(C(=O)[O-])[O-].[Pt+4]. Cell line: HCT-15.